From a dataset of Reaction yield outcomes from USPTO patents with 853,638 reactions. Predict the reaction yield, written as a fraction of the theoretical maximum amount of product (1.0 means a 100% yield; for example, 0.34 means a 34% yield). (1) The product is [F:43][C:42]([F:45])([F:44])[C:40]1[CH:39]=[C:5]([CH:4]=[C:3]([C:2]([F:46])([F:1])[F:47])[CH:41]=1)[CH2:6][N:7]([C:33]1[N:34]=[N:35][N:36]([CH3:38])[N:37]=1)[C@H:8]1[CH2:14][CH2:13][CH2:12][N:11]([CH2:15][C:16]2[CH:23]=[CH:22][C:19]([C:20]3[NH:50][N:49]=[N:48][N:21]=3)=[CH:18][CH:17]=2)[C:10]2[CH:24]=[C:25]([C:29]([F:30])([F:31])[F:32])[C:26]([CH3:28])=[CH:27][C:9]1=2. The yield is 0.820. The catalyst is C1(C)C=CC=CC=1.C(OCC)(=O)C. The reactants are [F:1][C:2]([F:47])([F:46])[C:3]1[CH:4]=[C:5]([CH:39]=[C:40]([C:42]([F:45])([F:44])[F:43])[CH:41]=1)[CH2:6][N:7]([C:33]1[N:34]=[N:35][N:36]([CH3:38])[N:37]=1)[C@H:8]1[CH2:14][CH2:13][CH2:12][N:11]([CH2:15][C:16]2[CH:23]=[CH:22][C:19]([C:20]#[N:21])=[CH:18][CH:17]=2)[C:10]2[CH:24]=[C:25]([C:29]([F:32])([F:31])[F:30])[C:26]([CH3:28])=[CH:27][C:9]1=2.[N-:48]=[N+:49]=[N-:50].[Na+].Cl.C(N(CC)CC)C. (2) The reactants are [N+:1]([C:4]1[C:9]2[CH:10]=[CH:11][O:12][C:8]=2[C:7]([CH2:13][C:14]#[N:15])=[CH:6][CH:5]=1)([O-])=O.[C:16](OC(=O)C)(=[O:18])[CH3:17].O1CCCC1.[H][H]. The catalyst is [Pd].C(OCC)(=O)C. The product is [C:14]([CH2:13][C:7]1[C:8]2[O:12][CH:11]=[CH:10][C:9]=2[C:4]([NH:1][C:16](=[O:18])[CH3:17])=[CH:5][CH:6]=1)#[N:15]. The yield is 0.670. (3) The reactants are [CH:1](=O)[C:2]1[C:3](=[CH:5][CH:6]=[CH:7][CH:8]=1)[OH:4].[CH3:10][O:11][C:12]1[CH:25]=[CH:24][C:15]([CH2:16][S:17]([CH2:20][C:21](O)=[O:22])(=[O:19])=[O:18])=[CH:14][CH:13]=1. The catalyst is C(O)(=O)C. The product is [CH3:10][O:11][C:12]1[CH:13]=[CH:14][C:15]([CH2:16][S:17]([C:20]2[C:21](=[O:22])[O:4][C:3]3[C:2]([CH:1]=2)=[CH:8][CH:7]=[CH:6][CH:5]=3)(=[O:18])=[O:19])=[CH:24][CH:25]=1. The yield is 0.875. (4) The reactants are [NH2:1][C:2]1[C:9]([O:10][CH3:11])=[C:8]([O:12][CH2:13][C:14]2[CH:19]=[CH:18][CH:17]=[CH:16][CH:15]=2)[CH:7]=[CH:6][C:3]=1[C:4]#[N:5].[S].[CH2:21](N)[CH2:22][NH2:23]. No catalyst specified. The product is [CH2:13]([O:12][C:8]1[C:9]([O:10][CH3:11])=[C:2]([C:3]([C:4]2[NH:23][CH2:22][CH2:21][N:5]=2)=[CH:6][CH:7]=1)[NH2:1])[C:14]1[CH:15]=[CH:16][CH:17]=[CH:18][CH:19]=1. The yield is 0.860. (5) The reactants are C([O:4][C@H:5]1[C@H:10]([O:11]C(=O)C)[C@@H:9]([O:15]C(=O)C)[C@H:8]([C:19]2[S:20][C:21]([CH2:26][C:27]3[CH:32]=[CH:31][C:30]([CH2:33][CH3:34])=[CH:29][CH:28]=3)=[C:22]([CH3:25])[C:23]=2[CH3:24])[O:7][C@@H:6]1[CH2:35][O:36]C(=O)C)(=O)C.C[O-].[Na+].CC(O)=O. The catalyst is CO. The product is [CH2:33]([C:30]1[CH:31]=[CH:32][C:27]([CH2:26][C:21]2[S:20][C:19]([C@H:8]3[C@H:9]([OH:15])[C@@H:10]([OH:11])[C@H:5]([OH:4])[C@@H:6]([CH2:35][OH:36])[O:7]3)=[C:23]([CH3:24])[C:22]=2[CH3:25])=[CH:28][CH:29]=1)[CH3:34]. The yield is 0.280. (6) The reactants are C(NC(C)C)(C)C.C([Li])CCC.[Cl:13][C:14]1[CH:19]=[C:18]([Cl:20])[N:17]=[C:16]([S:21][CH3:22])[N:15]=1.[C:23](Cl)(=[O:27])[O:24][CH2:25][CH3:26]. The catalyst is C1COCC1.O. The product is [Cl:13][C:14]1[C:19]([C:23]([O:24][CH2:25][CH3:26])=[O:27])=[C:18]([Cl:20])[N:17]=[C:16]([S:21][CH3:22])[N:15]=1. The yield is 0.690. (7) The catalyst is C([O-])(=O)C.[Rh+]. The reactants are [CH2:1]([C:5]1[N:10]2[N:11]=[CH:12][N:13]=[C:9]2[N:8]([CH:14]2[CH2:19][CH2:18][CH:17]([OH:20])[CH2:16][CH2:15]2)[C:7](=[O:21])[C:6]=1[CH2:22][C:23]1[CH:28]=[CH:27][C:26]([C:29]2[C:30]([C:35]#[N:36])=[CH:31][CH:32]=[CH:33][CH:34]=2)=[CH:25][CH:24]=1)[CH2:2][CH2:3][CH3:4].[N+](=CC(OCC)=[O:41])=[N-].[C:45]1([CH3:51])[CH:50]=CC=C[CH:46]=1. The product is [CH2:1]([C:5]1[N:10]2[N:11]=[CH:12][N:13]=[C:9]2[N:8]([C@H:14]2[CH2:19][CH2:18][C@H:17]([O:20][CH2:46][C:45]([OH:41])([CH3:51])[CH3:50])[CH2:16][CH2:15]2)[C:7](=[O:21])[C:6]=1[CH2:22][C:23]1[CH:28]=[CH:27][C:26]([C:29]2[C:30]([C:35]#[N:36])=[CH:31][CH:32]=[CH:33][CH:34]=2)=[CH:25][CH:24]=1)[CH2:2][CH2:3][CH3:4]. The yield is 0.310.